This data is from Forward reaction prediction with 1.9M reactions from USPTO patents (1976-2016). The task is: Predict the product of the given reaction. (1) Given the reactants [C:1]([O:5][C:6]([N:8]1[CH2:13][CH2:12][CH2:11][C@H:10]([CH2:14][O:15][C:16]2[C:21]([O:22]C)=[CH:20][CH:19]=[CH:18][C:17]=2[F:24])[CH2:9]1)=[O:7])([CH3:4])([CH3:3])[CH3:2].[S-]CC.[Na+], predict the reaction product. The product is: [C:1]([O:5][C:6]([N:8]1[CH2:13][CH2:12][CH2:11][C@H:10]([CH2:14][O:15][C:16]2[C:21]([OH:22])=[CH:20][CH:19]=[CH:18][C:17]=2[F:24])[CH2:9]1)=[O:7])([CH3:4])([CH3:2])[CH3:3]. (2) Given the reactants [I:1][C:2]1[CH:10]=[CH:9][C:5]([C:6]([OH:8])=[O:7])=[CH:4][CH:3]=1.Cl.[CH2:12](O)[CH3:13], predict the reaction product. The product is: [I:1][C:2]1[CH:10]=[CH:9][C:5]([C:6]([O:8][CH2:12][CH3:13])=[O:7])=[CH:4][CH:3]=1. (3) Given the reactants Br[C:2]1[C:3]([C:26]([N:28]2[CH2:33][CH2:32][O:31][CH2:30][CH2:29]2)=[O:27])=[CH:4][C:5]([O:18][CH2:19][C:20]2[CH:25]=[CH:24][CH:23]=[CH:22][CH:21]=2)=[C:6]([CH:17]=1)[C:7]([O:9]CC1C=CC=CC=1)=[O:8].[CH3:34][N:35]1[CH:39]=[C:38](B2OC(C)(C)C(C)(C)O2)[CH:37]=[N:36]1.P([O-])([O-])([O-])=O.[K+].[K+].[K+].[OH-].[Li+].Cl, predict the reaction product. The product is: [CH3:34][N:35]1[CH:39]=[C:38]([C:2]2[C:3]([C:26]([N:28]3[CH2:33][CH2:32][O:31][CH2:30][CH2:29]3)=[O:27])=[CH:4][C:5]([O:18][CH2:19][C:20]3[CH:21]=[CH:22][CH:23]=[CH:24][CH:25]=3)=[C:6]([CH:17]=2)[C:7]([OH:9])=[O:8])[CH:37]=[N:36]1. (4) Given the reactants I[C:2]1[CH:3]=[CH:4][C:5]2[C:9]3[CH:10]=[CH:11][CH:12]=[CH:13][C:8]=3[O:7][C:6]=2[CH:14]=1.[CH3:15][N:16](C=O)C, predict the reaction product. The product is: [C:15]([C:2]1[CH:3]=[CH:4][C:5]2[C:9]3[CH:10]=[CH:11][CH:12]=[CH:13][C:8]=3[O:7][C:6]=2[CH:14]=1)#[N:16]. (5) Given the reactants [C:1]1([CH3:18])[CH:6]=[CH:5][C:4]([C:7]2[C:16]([OH:17])=[CH:15][C:14]3[C:9](=[N:10][CH:11]=[CH:12][CH:13]=3)[N:8]=2)=[CH:3][CH:2]=1.Cl[C:20]1[C:29]2[C:24](=[CH:25][C:26]([O:32][CH3:33])=[C:27]([O:30][CH3:31])[CH:28]=2)[N:23]=[CH:22][CH:21]=1.O, predict the reaction product. The product is: [CH3:31][O:30][C:27]1[CH:28]=[C:29]2[C:24](=[CH:25][C:26]=1[O:32][CH3:33])[N:23]=[CH:22][CH:21]=[C:20]2[O:17][C:16]1[C:7]([C:4]2[CH:3]=[CH:2][C:1]([CH3:18])=[CH:6][CH:5]=2)=[N:8][C:9]2[C:14]([CH:15]=1)=[CH:13][CH:12]=[CH:11][N:10]=2. (6) Given the reactants [F:1][C:2]([F:42])([F:41])[C:3]1[CH:4]=[C:5]([CH:34]=[C:35]([C:37]([F:40])([F:39])[F:38])[CH:36]=1)[CH2:6][N:7]1[C:11]([C:12]2[CH:17]=[CH:16][CH:15]=[CH:14][CH:13]=2)=[C:10]([C:18]([C:20]2[C:21]([CH:32]=[O:33])=[N:22][O:23][C:24]=2[C:25]2[CH:30]=[CH:29][CH:28]=[CH:27][C:26]=2[Cl:31])=[O:19])[N:9]=[N:8]1.[CH3:43][Mg]Br, predict the reaction product. The product is: [F:42][C:2]([F:1])([F:41])[C:3]1[CH:4]=[C:5]([CH:34]=[C:35]([C:37]([F:38])([F:39])[F:40])[CH:36]=1)[CH2:6][N:7]1[C:11]([C:12]2[CH:17]=[CH:16][CH:15]=[CH:14][CH:13]=2)=[C:10]([C:18]([C:20]2[C:21]([CH:32]([OH:33])[CH3:43])=[N:22][O:23][C:24]=2[C:25]2[CH:30]=[CH:29][CH:28]=[CH:27][C:26]=2[Cl:31])=[O:19])[N:9]=[N:8]1. (7) Given the reactants Br[C:2]1[CH:7]=[C:6]([Cl:8])[CH:5]=[CH:4][C:3]=1[O:9][CH2:10][C:11]([F:14])([F:13])[F:12].C([O-])(=O)C.[K+].[B:20]1([B:20]2[O:24][C:23]([CH3:26])([CH3:25])[C:22]([CH3:28])([CH3:27])[O:21]2)[O:24][C:23]([CH3:26])([CH3:25])[C:22]([CH3:28])([CH3:27])[O:21]1, predict the reaction product. The product is: [Cl:8][C:6]1[CH:5]=[CH:4][C:3]([O:9][CH2:10][C:11]([F:14])([F:13])[F:12])=[C:2]([B:20]2[O:24][C:23]([CH3:26])([CH3:25])[C:22]([CH3:28])([CH3:27])[O:21]2)[CH:7]=1. (8) Given the reactants N[C:2]1[CH:3]=[CH:4][C:5]([C:8]#[N:9])=[N:6][CH:7]=1.[OH:10]S(O)(=O)=O.N([O-])=O.[Na+], predict the reaction product. The product is: [C:8]([C:5]1[CH:4]=[CH:3][C:2]([OH:10])=[CH:7][N:6]=1)#[N:9].